This data is from NCI-60 drug combinations with 297,098 pairs across 59 cell lines. The task is: Regression. Given two drug SMILES strings and cell line genomic features, predict the synergy score measuring deviation from expected non-interaction effect. (1) Drug 1: CC(C1=C(C=CC(=C1Cl)F)Cl)OC2=C(N=CC(=C2)C3=CN(N=C3)C4CCNCC4)N. Drug 2: CC1C(C(CC(O1)OC2CC(CC3=C2C(=C4C(=C3O)C(=O)C5=CC=CC=C5C4=O)O)(C(=O)C)O)N)O. Cell line: RXF 393. Synergy scores: CSS=40.4, Synergy_ZIP=-2.44, Synergy_Bliss=-3.36, Synergy_Loewe=-33.7, Synergy_HSA=-2.33. (2) Drug 1: CN1CCC(CC1)COC2=C(C=C3C(=C2)N=CN=C3NC4=C(C=C(C=C4)Br)F)OC. Drug 2: CC(C)NC(=O)C1=CC=C(C=C1)CNNC.Cl. Cell line: NCI-H460. Synergy scores: CSS=13.3, Synergy_ZIP=3.64, Synergy_Bliss=6.74, Synergy_Loewe=2.82, Synergy_HSA=3.46. (3) Drug 1: COC1=NC(=NC2=C1N=CN2C3C(C(C(O3)CO)O)O)N. Drug 2: CCCCCOC(=O)NC1=NC(=O)N(C=C1F)C2C(C(C(O2)C)O)O. Cell line: HCC-2998. Synergy scores: CSS=-1.25, Synergy_ZIP=1.38, Synergy_Bliss=-0.222, Synergy_Loewe=-11.6, Synergy_HSA=-6.14. (4) Drug 1: C1CCN(CC1)CCOC2=CC=C(C=C2)C(=O)C3=C(SC4=C3C=CC(=C4)O)C5=CC=C(C=C5)O. Drug 2: C1CN1P(=S)(N2CC2)N3CC3. Cell line: SK-OV-3. Synergy scores: CSS=8.18, Synergy_ZIP=-1.74, Synergy_Bliss=0.400, Synergy_Loewe=-28.2, Synergy_HSA=-0.541. (5) Drug 1: C1=CC(=CC=C1CCC2=CNC3=C2C(=O)NC(=N3)N)C(=O)NC(CCC(=O)O)C(=O)O. Drug 2: C1=NC2=C(N=C(N=C2N1C3C(C(C(O3)CO)O)F)Cl)N. Cell line: SR. Synergy scores: CSS=50.5, Synergy_ZIP=6.96, Synergy_Bliss=5.43, Synergy_Loewe=-6.51, Synergy_HSA=5.88.